This data is from Full USPTO retrosynthesis dataset with 1.9M reactions from patents (1976-2016). The task is: Predict the reactants needed to synthesize the given product. (1) Given the product [CH2:21]([O:25][C:26]1[CH:31]=[CH:30][C:29]([C:2]2[C:10]3[C:6](=[N:7][N:8]([C:11]4[CH:16]=[CH:15][C:14]([NH2:17])=[CH:13][CH:12]=4)[N:9]=3)[C:5]([C:46]3[CH:47]=[CH:48][C:49]([O:38][CH2:35][CH:42]([CH3:43])[CH3:41])=[CH:50][CH:51]=3)=[CH:4][CH:3]=2)=[CH:28][CH:27]=1)[CH:22]([CH3:24])[CH3:23], predict the reactants needed to synthesize it. The reactants are: Br[C:2]1[C:10]2[C:6](=[N:7][N:8]([C:11]3[CH:16]=[CH:15][C:14]([N+:17]([O-])=O)=[CH:13][CH:12]=3)[N:9]=2)[C:5](Br)=[CH:4][CH:3]=1.[CH2:21]([O:25][C:26]1[CH:31]=[CH:30][C:29](B(O)O)=[CH:28][CH:27]=1)[CH:22]([CH3:24])[CH3:23].[C:35](=[O:38])([O-])[O-].[Na+].[Na+].[CH2:41](O)[CH2:42][CH2:43]C.[C:46]1(C)[CH:51]=[CH:50][CH:49]=[CH:48][CH:47]=1. (2) Given the product [CH3:1][O:2][C:3]([C:5]1[CH:6]=[C:7]2[C:12](=[CH:13][CH:14]=1)[CH2:11][CH:10]([O:15][C:16]1[CH:21]=[CH:20][N:19]=[C:18]([C:22]([OH:24])=[O:23])[CH:17]=1)[CH2:9][CH2:8]2)=[O:4], predict the reactants needed to synthesize it. The reactants are: [CH3:1][O:2][C:3]([C:5]1[CH:6]=[C:7]2[C:12](=[CH:13][CH:14]=1)[CH2:11][CH:10]([O:15][C:16]1[CH:21]=[CH:20][N:19]=[C:18]([C:22]([O:24]C)=[O:23])[CH:17]=1)[CH2:9][CH2:8]2)=[O:4].[OH-].[K+].O. (3) Given the product [CH3:50][N:41]1[C:42](=[O:49])[C:43]2[CH:48]=[CH:47][CH:46]=[CH:45][C:44]=2[CH:38]([CH2:37][C:36]([O:35][CH3:34])=[O:58])[C:39]2[CH:54]=[CH:53][C:52]([C:55]([NH:18][CH2:19][CH2:20][CH2:21][CH2:22][C:23]3[CH:22]=[CH:21][C:20]4[CH2:8][CH2:7][CH2:9][NH:18][C:19]=4[N:24]=3)=[O:57])=[CH:51][C:40]1=2, predict the reactants needed to synthesize it. The reactants are: C(N([CH:7]([CH3:9])[CH3:8])C(C)C)C.CN(C(O[N:18]1N=N[C:20]2[CH:21]=[CH:22][CH:23]=[N:24][C:19]1=2)=[N+](C)C)C.F[P-](F)(F)(F)(F)F.[CH3:34][O:35][C:36](=[O:58])[CH2:37][CH:38]1[C:44]2[CH:45]=[CH:46][CH:47]=[CH:48][C:43]=2[C:42](=[O:49])[N:41]([CH3:50])[C:40]2[CH:51]=[C:52]([C:55]([OH:57])=O)[CH:53]=[CH:54][C:39]1=2.